Dataset: Reaction yield outcomes from USPTO patents with 853,638 reactions. Task: Predict the reaction yield, written as a fraction of the theoretical maximum amount of product (1.0 means a 100% yield; for example, 0.34 means a 34% yield). (1) The reactants are [NH2:1][CH2:2][CH2:3][CH2:4][CH2:5][NH2:6].C(N(CC)CC)C.[Cl:14][C:15]1[CH:20]=[C:19]([Cl:21])[CH:18]=[CH:17][C:16]=1[S:22](Cl)(=[O:24])=[O:23].Cl. The catalyst is C(Cl)Cl.O. The product is [NH2:1][CH2:2][CH2:3][CH2:4][CH2:5][NH:6][S:22]([C:16]1[CH:17]=[CH:18][C:19]([Cl:21])=[CH:20][C:15]=1[Cl:14])(=[O:24])=[O:23]. The yield is 0.850. (2) The reactants are [CH2:1]([O:8][C:9]1[C:16]([F:17])=[CH:15][CH:14]=[CH:13][C:10]=1[CH2:11]O)[C:2]1[CH:7]=[CH:6][CH:5]=[CH:4][CH:3]=1.CC(C)(O)[C:20]#[N:21].C1(P(C2C=CC=CC=2)C2C=CC=CC=2)C=CC=CC=1.N(C(OCC)=O)=NC(OCC)=O. The catalyst is C1(C)C=CC=CC=1.O1CCCC1. The product is [CH2:1]([O:8][C:9]1[C:16]([F:17])=[CH:15][CH:14]=[CH:13][C:10]=1[CH2:11][C:20]#[N:21])[C:2]1[CH:7]=[CH:6][CH:5]=[CH:4][CH:3]=1. The yield is 0.850. (3) No catalyst specified. The product is [F:34][C:11]1[CH:12]=[C:13]([O:16][CH2:17][C:18]2[CH:23]=[CH:22][C:21]([C:24]([F:27])([F:26])[F:25])=[CH:20][CH:19]=2)[CH:14]=[CH:15][C:10]=1[C:9]([OH:8])=[O:29]. The reactants are FC(F)(F)C1C=CC(C[O:8][C:9](=[O:29])[C:10]2[CH:15]=[CH:14][C:13]([O:16][CH2:17][C:18]3[CH:23]=[CH:22][C:21]([C:24]([F:27])([F:26])[F:25])=[CH:20][CH:19]=3)=[C:12](F)[CH:11]=2)=CC=1.[F:34]C(F)(F)C1C=CC(COC(=O)C2C=CC(OCC3C=CC(F)=CC=3)=C(F)C=2)=CC=1. The yield is 0.900. (4) The reactants are C1(P(C2C=CC=CC=2)C2C=CC=CC=2)C=CC=CC=1.[Cl:20][C:21]1[CH:26]=[CH:25][CH:24]=[CH:23][C:22]=1[CH:27]([OH:29])[CH3:28].N(C(OCC)=O)=NC(OCC)=O.[CH3:42][O:43][C:44]([C:46]1[S:47][C:48]([N:52]2[CH:56]=[N:55][C:54]([NH:57][C:58]3[CH:63]=[CH:62][CH:61]=[CH:60][CH:59]=3)=[N:53]2)=[CH:49][C:50]=1O)=[O:45]. The catalyst is C1COCC1.CN(C=O)C. The product is [CH3:42][O:43][C:44]([C:46]1[S:47][C:48]([N:52]2[CH:56]=[N:55][C:54]([NH:57][C:58]3[CH:63]=[CH:62][CH:61]=[CH:60][CH:59]=3)=[N:53]2)=[CH:49][C:50]=1[O:29][CH:27]([C:22]1[CH:23]=[CH:24][CH:25]=[CH:26][C:21]=1[Cl:20])[CH3:28])=[O:45]. The yield is 0.730. (5) The reactants are [F:1][C:2]1[C:11]2[C:6](=[CH:7][CH:8]=[CH:9][CH:10]=2)[C:5]([C@H:12]([NH:14][CH2:15][CH2:16][CH2:17][C@@H:18]2[CH2:27][C:26]3[C:21](=[CH:22][CH:23]=[CH:24][CH:25]=3)[CH:20]([OH:28])[CH2:19]2)[CH3:13])=[CH:4][CH:3]=1.[CH3:29][C:30]([O:33][C:34](O[C:34]([O:33][C:30]([CH3:32])([CH3:31])[CH3:29])=[O:35])=[O:35])([CH3:32])[CH3:31].O. The catalyst is C(#N)C. The product is [F:1][C:2]1[C:11]2[C:6](=[CH:7][CH:8]=[CH:9][CH:10]=2)[C:5]([C@H:12]([N:14]([CH2:15][CH2:16][CH2:17][C@H:18]2[CH2:19][CH:20]([OH:28])[C:21]3[C:26](=[CH:25][CH:24]=[CH:23][CH:22]=3)[CH2:27]2)[C:34](=[O:35])[O:33][C:30]([CH3:32])([CH3:31])[CH3:29])[CH3:13])=[CH:4][CH:3]=1. The yield is 0.880. (6) The reactants are [NH2:1][C:2]1[C:11]2[CH:10]=[CH:9][CH:8]=[C:7](Br)[C:6]=2[N:5]=[C:4]2[CH2:13][N:14]([CH:17]3[CH2:20][CH2:19][CH2:18]3)[C:15](=[O:16])[C:3]=12.C([Sn](CCCC)(CCCC)[C:26]1[CH:33]=[CH:32][C:29]([C:30]#[N:31])=[CH:28][N:27]=1)CCC. No catalyst specified. The product is [NH2:1][C:2]1[C:11]2[CH:10]=[CH:9][CH:8]=[C:7]([C:26]3[CH:33]=[CH:32][C:29]([C:30]#[N:31])=[CH:28][N:27]=3)[C:6]=2[N:5]=[C:4]2[CH2:13][N:14]([CH:17]3[CH2:20][CH2:19][CH2:18]3)[C:15](=[O:16])[C:3]=12. The yield is 0.221. (7) The reactants are [CH2:1]([O:8][C:9]1[CH:14]=[C:13]([N:15]([CH2:20][CH2:21][CH2:22][CH3:23])[CH2:16][CH2:17][CH2:18][CH3:19])[CH:12]=[CH:11][C:10]=1[CH:24]=[CH:25][C:26]1[S:30][C:29]([CH:31]=O)=[CH:28][CH:27]=1)[C:2]1[CH:7]=[CH:6][CH:5]=[CH:4][CH:3]=1.[C:33]([C:35]1[C:36](=[C:46]([C:49]#[N:50])[C:47]#[N:48])[O:37][C:38]([CH3:45])([C:41]([F:44])([F:43])[F:42])[C:39]=1[CH3:40])#[N:34]. The catalyst is C(O)C.O1CCCC1. The product is [CH2:1]([O:8][C:9]1[CH:14]=[C:13]([N:15]([CH2:20][CH2:21][CH2:22][CH3:23])[CH2:16][CH2:17][CH2:18][CH3:19])[CH:12]=[CH:11][C:10]=1[CH:24]=[CH:25][C:26]1[S:30][C:29]([CH:31]=[CH:40][C:39]2[C:38]([CH3:45])([C:41]([F:44])([F:42])[F:43])[O:37][C:36](=[C:46]([C:47]#[N:48])[C:49]#[N:50])[C:35]=2[C:33]#[N:34])=[CH:28][CH:27]=1)[C:2]1[CH:3]=[CH:4][CH:5]=[CH:6][CH:7]=1. The yield is 0.940.